This data is from Forward reaction prediction with 1.9M reactions from USPTO patents (1976-2016). The task is: Predict the product of the given reaction. Given the reactants O1CCCCC1O[CH:8]([C:12]1([C:21]2[S:22][C:23]([C:26]3[CH:31]=[CH:30][C:29]([Cl:32])=[CH:28][CH:27]=3)=[CH:24][CH:25]=2)[S:18](=[O:20])(=[O:19])[CH2:17][CH2:16][NH:15][CH2:14][CH2:13]1)[C:9]([NH2:11])=[O:10].N1C=CC=CC=1.[CH3:39][O:40][C:41]1[CH:49]=[CH:48][CH:47]=[CH:46][C:42]=1[C:43](Cl)=[O:44].[OH2:50], predict the reaction product. The product is: [OH:50][NH:11][C:9](=[O:10])[CH2:8][C:12]1([C:21]2[S:22][C:23]([C:26]3[CH:31]=[CH:30][C:29]([Cl:32])=[CH:28][CH:27]=3)=[CH:24][CH:25]=2)[S:18](=[O:20])(=[O:19])[CH2:17][CH2:16][N:15]([C:43](=[O:44])[C:42]2[CH:46]=[CH:47][CH:48]=[CH:49][C:41]=2[O:40][CH3:39])[CH2:14][CH2:13]1.